From a dataset of Full USPTO retrosynthesis dataset with 1.9M reactions from patents (1976-2016). Predict the reactants needed to synthesize the given product. (1) The reactants are: C[N:2](C)[CH:3]=[C:4]([C:14]1[CH:19]=[CH:18][N:17]=[CH:16][CH:15]=1)[C:5]([C:7]1[CH:12]=[CH:11][C:10]([Cl:13])=[CH:9][CH:8]=1)=[O:6].Cl.NO. Given the product [Cl:13][C:10]1[CH:11]=[CH:12][C:7]([C:5]2[O:6][N:2]=[CH:3][C:4]=2[C:14]2[CH:19]=[CH:18][N:17]=[CH:16][CH:15]=2)=[CH:8][CH:9]=1, predict the reactants needed to synthesize it. (2) The reactants are: FC(F)(F)S(O[C:7]1[CH:12]=[CH:11][C:10]([C:13]2[CH:18]=[CH:17][CH:16]=[CH:15][CH:14]=2)=[CH:9][N:8]=1)(=O)=O.[CH3:21][Sn:22](Cl)([CH3:24])[CH3:23]. Given the product [C:13]1([C:10]2[CH:11]=[CH:12][C:7]([Sn:22]([CH3:24])([CH3:23])[CH3:21])=[N:8][CH:9]=2)[CH:18]=[CH:17][CH:16]=[CH:15][CH:14]=1, predict the reactants needed to synthesize it. (3) Given the product [OH:12][C:5]1[CH:6]=[N:7][C:8]2[C:4]([C:18]=1[C:19]([OH:21])=[O:20])=[CH:3][C:2]([I:1])=[CH:10][CH:9]=2, predict the reactants needed to synthesize it. The reactants are: [I:1][C:2]1[CH:3]=[C:4]2[C:8](=[CH:9][CH:10]=1)[NH:7][C:6](=O)[C:5]2=[O:12].[OH-].[K+].O.BrC[C:18](=O)[C:19]([OH:21])=[O:20].BrC1C(OC)=NC=C2C=1NC=CC2=O.Cl. (4) Given the product [C:1]([O:5][C:6]([N:8]1[CH2:13][CH2:12][CH:11]([C:14]2[C:19]([NH2:20])=[CH:18][CH:17]=[C:16]([CH:22]=[CH2:23])[N:15]=2)[CH2:10][CH2:9]1)=[O:7])([CH3:4])([CH3:3])[CH3:2], predict the reactants needed to synthesize it. The reactants are: [C:1]([O:5][C:6]([N:8]1[CH2:13][CH2:12][CH:11]([C:14]2[C:19]([NH2:20])=[CH:18][CH:17]=[C:16](Br)[N:15]=2)[CH2:10][CH2:9]1)=[O:7])([CH3:4])([CH3:3])[CH3:2].[CH2:22](C([Sn])=C(CCCC)CCCC)[CH2:23]CC. (5) Given the product [C:1]1([CH3:11])[CH:2]=[CH:3][C:4]([S:7]([OH:10])(=[O:8])=[O:9])=[CH:5][CH:6]=1.[NH2:20][C@H:21]1[CH2:30][CH2:29][C:24]2([O:28][CH2:27][CH2:26][O:25]2)[CH2:23][C@H:22]1[C:31]([O:33][CH2:34][CH3:35])=[O:32], predict the reactants needed to synthesize it. The reactants are: [C:1]1([CH3:11])[CH:6]=[CH:5][C:4]([S:7]([OH:10])(=[O:9])=[O:8])=[CH:3][CH:2]=1.C1([C@@H]([NH:20][C@H:21]2[CH2:30][CH2:29][C:24]3([O:28][CH2:27][CH2:26][O:25]3)[CH2:23][C@H:22]2[C:31]([O:33][CH2:34][CH3:35])=[O:32])C)C=CC=CC=1.[H][H].